This data is from Experimentally validated miRNA-target interactions with 360,000+ pairs, plus equal number of negative samples. The task is: Binary Classification. Given a miRNA mature sequence and a target amino acid sequence, predict their likelihood of interaction. (1) The miRNA is hsa-miR-30e-3p with sequence CUUUCAGUCGGAUGUUUACAGC. The protein sequence of the target gene is MGAQVRLPPGEPCREGYVLSLVCPNSSQAWCEITNVSQLLASPVLYTDLNYSINNLSISANVENKYSLYVGLVLAVSSSIFIGSSFILKKKGLLQLASKGFTRAGQGGHSYLKEWLWWVGLLSMGAGEAANFAAYAFAPATLVTPLGALSVLISAILSSYFLNEHLNIHGKIGCILSILGSTVMVIHAPQEEEVTSLHEMEMKLRDPGFISFAVIITVISLVLILIVAPKKGQTNILVYISICSLIGAFSVSSVKGLGIAIKELIEWKPVYKHPLVFVLLAVLVLSVTTQINYLNKALDT.... Result: 0 (no interaction). (2) The miRNA is mmu-miR-7038-3p with sequence CACUGCUCCUGCCUUCUUACAG. The protein sequence of the target gene is MILNSSIEDGIKRIQDDCPKAGRHNYIFVMIPTLYSIIFVVGIFGNSLVVIVIYFYMKLKTVASVFLLNLALADLCFLLTLPLWAVYTAMEYQWPFGNHLCKIASASVSFNLYASVFLLTCLSIDRYLAIVHPMKSRLRRTMLVAKVTCIIIWLMAGLASLPAVIHRNVYFIENTNITVCAFHYESQNSTLPIGLGLTKNILGFVFPFVIILTSYTLIWKALKKAYKIQKNTPRNDDIFRIIMAIVLFFFFSWVPHQIFSFLDVLIQLGVIHDCEIADVVDTAMPITICIAYFNNCLNPL.... Result: 0 (no interaction). (3) The miRNA is hsa-miR-19b-3p with sequence UGUGCAAAUCCAUGCAAAACUGA. The protein sequence of the target gene is MEGRGPYRIYDPGGSVPSGEASAAFERLVKENSRLKEKMQGIKMLGELLEESQMEATRLRQKAEELVKDNELLPPPSPSLGSFDPLAELTGKDSNVTASPTAPACPSDKPAPVQKPPSSGTSSEFEVVTPEEQNSPESSSHANAMALGPLPREDGNLMLHLQRLETTLSVCAEEPDHGQLFTHLGRMALEFNRLASKVHKNEQRTSILQTLCEQLRKENEALKAKLDKGLEQRDQAAERLREENLELKKLLMSNGNKEGASGRPGSPKMEGTGKKAVAGQQQASVTAGKVPEVVALGAAE.... Result: 1 (interaction).